Dataset: Forward reaction prediction with 1.9M reactions from USPTO patents (1976-2016). Task: Predict the product of the given reaction. The product is: [CH3:1][O:2][C:3](=[O:14])[CH2:4][CH2:5][C:6]1[CH:11]=[CH:10][C:9]([O:12][C:19]2[CH:20]=[CH:21][C:16]([Br:15])=[CH:17][CH:18]=2)=[CH:8][C:7]=1[CH3:13]. Given the reactants [CH3:1][O:2][C:3](=[O:14])[CH2:4][CH2:5][C:6]1[CH:11]=[CH:10][C:9]([OH:12])=[CH:8][C:7]=1[CH3:13].[Br:15][C:16]1[CH:21]=[CH:20][C:19](I)=[CH:18][CH:17]=1.C(=O)([O-])[O-].[Cs+].[Cs+].CC(C)(C(=O)CC(=O)C(C)(C)C)C, predict the reaction product.